This data is from Full USPTO retrosynthesis dataset with 1.9M reactions from patents (1976-2016). The task is: Predict the reactants needed to synthesize the given product. (1) Given the product [CH3:1][C:2]1[N:3]([CH2:13][C:14]2[CH:19]=[CH:18][C:17]([O:20][Si:21]([CH:28]([CH3:30])[CH3:29])([CH:25]([CH3:27])[CH3:26])[CH:22]([CH3:23])[CH3:24])=[C:16]([C:31]([F:34])([F:33])[F:32])[CH:15]=2)[C:4]2[C:9]([CH:10]=1)=[C:8]([NH:11][C:35](=[O:41])[C:36]([O:38][CH2:39][CH3:40])=[O:37])[CH:7]=[CH:6][C:5]=2[CH3:12], predict the reactants needed to synthesize it. The reactants are: [CH3:1][C:2]1[N:3]([CH2:13][C:14]2[CH:19]=[CH:18][C:17]([O:20][Si:21]([CH:28]([CH3:30])[CH3:29])([CH:25]([CH3:27])[CH3:26])[CH:22]([CH3:24])[CH3:23])=[C:16]([C:31]([F:34])([F:33])[F:32])[CH:15]=2)[C:4]2[C:9]([CH:10]=1)=[C:8]([NH2:11])[CH:7]=[CH:6][C:5]=2[CH3:12].[C:35](OCC)(=[O:41])[C:36]([O:38][CH2:39][CH3:40])=[O:37]. (2) Given the product [CH3:19][C:20]1[O:24][N:23]=[C:22]([C:25]2[CH:26]=[C:27]([CH:28]=[CH:29][CH:30]=2)[O:31][CH:8]([C:13]2[CH:18]=[CH:17][CH:16]=[CH:15][CH:14]=2)[C:9]([O:11][CH3:12])=[O:10])[N:21]=1, predict the reactants needed to synthesize it. The reactants are: C(=O)([O-])[O-].[Cs+].[Cs+].Br[CH:8]([C:13]1[CH:18]=[CH:17][CH:16]=[CH:15][CH:14]=1)[C:9]([O:11][CH3:12])=[O:10].[CH3:19][C:20]1[O:24][N:23]=[C:22]([C:25]2[CH:26]=[C:27]([OH:31])[CH:28]=[CH:29][CH:30]=2)[N:21]=1. (3) Given the product [CH3:14][C:15]1[O:11][N:10]=[C:8]([C:6]2[N:7]=[C:2]([NH2:1])[CH:3]=[C:4]([S:12][CH3:13])[CH:5]=2)[N:9]=1, predict the reactants needed to synthesize it. The reactants are: [NH2:1][C:2]1[N:7]=[C:6]([C:8]([NH:10][OH:11])=[NH:9])[CH:5]=[C:4]([S:12][CH3:13])[CH:3]=1.[C:14](OC(=O)C)(=O)[CH3:15]. (4) Given the product [CH2:15]([N:22]1[CH2:23][CH:24]2[CH2:32][C:31]3[CH:30]=[CH:29][C:28]([O:34][CH3:35])=[CH:27][C:26]=3[CH:25]2[CH2:36]1)[C:16]1[CH:17]=[CH:18][CH:19]=[CH:20][CH:21]=1, predict the reactants needed to synthesize it. The reactants are: Cl[SiH](C1C=CC=CC=1)C1C=CC=CC=1.[CH2:15]([N:22]1[CH2:36][CH:25]2[C:26]3[CH:27]=[C:28]([O:34][CH3:35])[CH:29]=[CH:30][C:31]=3[CH:32](O)[CH:24]2[CH2:23]1)[C:16]1[CH:21]=[CH:20][CH:19]=[CH:18][CH:17]=1. (5) Given the product [CH3:11][N:12]1[CH2:17][CH2:16][N:15]([C:2]2[N:7]=[N:6][C:5]([C:8]([NH2:10])=[O:9])=[CH:4][CH:3]=2)[CH2:14][CH2:13]1, predict the reactants needed to synthesize it. The reactants are: Cl[C:2]1[N:7]=[N:6][C:5]([C:8]([NH2:10])=[O:9])=[CH:4][CH:3]=1.[CH3:11][N:12]1[CH2:17][CH2:16][NH:15][CH2:14][CH2:13]1. (6) The reactants are: [F:1][C:2]1[CH:7]=[CH:6][C:5]([CH:8]2[CH2:17][C:16]3[C:11](=[CH:12][CH:13]=[C:14]([CH3:18])[CH:15]=3)[NH:10][CH2:9]2)=[CH:4][CH:3]=1.Cl.[N:20]([O-])=[O:21].[Na+]. Given the product [F:1][C:2]1[CH:7]=[CH:6][C:5]([CH:8]2[CH2:17][C:16]3[C:11](=[CH:12][CH:13]=[C:14]([CH3:18])[CH:15]=3)[N:10]([N:20]=[O:21])[CH2:9]2)=[CH:4][CH:3]=1, predict the reactants needed to synthesize it. (7) Given the product [N:1]1[C:14]2[C:5](=[C:6]3[C:11](=[CH:12][CH:13]=2)[CH2:10][CH2:9][C@@H:8]([CH2:15][O:16][S:23]([C:20]2[CH:21]=[CH:22][C:17]([CH3:27])=[CH:18][CH:19]=2)(=[O:25])=[O:24])[O:7]3)[CH:4]=[CH:3][CH:2]=1, predict the reactants needed to synthesize it. The reactants are: [N:1]1[C:14]2[C:5](=[C:6]3[C:11](=[CH:12][CH:13]=2)[CH2:10][CH2:9][C@@H:8]([CH2:15][OH:16])[O:7]3)[CH:4]=[CH:3][CH:2]=1.[C:17]1([CH3:27])[CH:22]=[CH:21][C:20]([S:23](Cl)(=[O:25])=[O:24])=[CH:19][CH:18]=1.